This data is from Buchwald-Hartwig C-N cross coupling reaction yields with 55,370 reactions. The task is: Predict the reaction yield, written as a fraction of the theoretical maximum amount of product (1.0 means a 100% yield; for example, 0.34 means a 34% yield). (1) The reactants are COc1ccc(Br)cc1.Cc1ccc(N)cc1.O=S(=O)(O[Pd]1c2ccccc2-c2ccccc2N~1)C(F)(F)F.CC(C)c1cc(C(C)C)c(-c2ccccc2P(C(C)(C)C)C(C)(C)C)c(C(C)C)c1.CN1CCCN2CCCN=C12.Fc1cccc(F)c1-c1ccno1. The yield is 0.455. No catalyst specified. The product is COc1ccc(Nc2ccc(C)cc2)cc1. (2) The reactants are CCc1ccc(Br)cc1.Cc1ccc(N)cc1.O=S(=O)(O[Pd]1c2ccccc2-c2ccccc2N~1)C(F)(F)F.CC(C)c1cc(C(C)C)c(-c2ccccc2P(C2CCCCC2)C2CCCCC2)c(C(C)C)c1.CN1CCCN2CCCN=C12.CCOC(=O)c1cc(C)on1. No catalyst specified. The product is CCc1ccc(Nc2ccc(C)cc2)cc1. The yield is 0.398. (3) The reactants are CCc1ccc(I)cc1.Cc1ccc(N)cc1.O=S(=O)(O[Pd]1c2ccccc2-c2ccccc2N~1)C(F)(F)F.COc1ccc(OC)c(P([C@]23C[C@H]4C[C@H](C[C@H](C4)C2)C3)[C@]23C[C@H]4C[C@H](C[C@H](C4)C2)C3)c1-c1c(C(C)C)cc(C(C)C)cc1C(C)C.CCN=P(N=P(N(C)C)(N(C)C)N(C)C)(N(C)C)N(C)C.CCOC(=O)c1ccon1. No catalyst specified. The product is CCc1ccc(Nc2ccc(C)cc2)cc1. The yield is 0.142.